Dataset: Reaction yield outcomes from USPTO patents with 853,638 reactions. Task: Predict the reaction yield, written as a fraction of the theoretical maximum amount of product (1.0 means a 100% yield; for example, 0.34 means a 34% yield). (1) The reactants are [CH3:1][C:2]([CH3:23])([C:13](=[O:22])[CH:14]=[CH:15][C:16]1[CH:21]=[CH:20][CH:19]=[CH:18][CH:17]=1)[C:3](=[O:12])[CH:4]=[CH:5][C:6]1[CH:11]=[CH:10][CH:9]=[CH:8][CH:7]=1. The catalyst is [Pd].C(OCC)(=O)C. The product is [CH3:1][C:2]([CH3:23])([C:3](=[O:12])[CH2:4][CH2:5][C:6]1[CH:7]=[CH:8][CH:9]=[CH:10][CH:11]=1)[C:13](=[O:22])[CH2:14][CH2:15][C:16]1[CH:21]=[CH:20][CH:19]=[CH:18][CH:17]=1. The yield is 0.800. (2) The reactants are [NH:1]1[CH:5]=[C:4]([C:6]2[C:7]([C:12]3[CH:17]=[CH:16][C:15]([F:18])=[CH:14][CH:13]=3)=[N:8][O:9][C:10]=2[CH3:11])[N:3]=[CH:2]1.[C:19]([C:21]1[CH:26]=[CH:25][C:24](B(O)O)=[CH:23][CH:22]=1)#[N:20]. No catalyst specified. The product is [F:18][C:15]1[CH:16]=[CH:17][C:12]([C:7]2[C:6]([C:4]3[N:3]=[CH:2][N:1]([C:24]4[CH:25]=[CH:26][C:21]([C:19]#[N:20])=[CH:22][CH:23]=4)[CH:5]=3)=[C:10]([CH3:11])[O:9][N:8]=2)=[CH:13][CH:14]=1. The yield is 0.130. (3) The reactants are [Cl:1][C:2]1[N:10](CC=C)[C:9]2[C:8](=[O:14])[NH:7][C:6](=[O:15])[N:5]([CH2:16][CH2:17][CH2:18][CH2:19][CH3:20])[C:4]=2[N:3]=1.[C:21]1([CH2:27][C:28]2[O:32][N:31]=[C:30]([CH2:33][CH2:34][CH2:35]O)[N:29]=2)[CH:26]=[CH:25][CH:24]=[CH:23][CH:22]=1.C1C=CC(COC(/N=N/C(OCC2C=CC=CC=2)=O)=O)=CC=1.C1(P(C2C=CC=CC=2)C2C=CC=CC=2)C=CC=CC=1.N1CCOCC1. The catalyst is C1COCC1.C1C=CC([P]([Pd]([P](C2C=CC=CC=2)(C2C=CC=CC=2)C2C=CC=CC=2)([P](C2C=CC=CC=2)(C2C=CC=CC=2)C2C=CC=CC=2)[P](C2C=CC=CC=2)(C2C=CC=CC=2)C2C=CC=CC=2)(C2C=CC=CC=2)C2C=CC=CC=2)=CC=1. The product is [Cl:1][C:2]1[NH:10][C:9]2[C:8](=[O:14])[N:7]([CH2:35][CH2:34][CH2:33][C:30]3[N:29]=[C:28]([CH2:27][C:21]4[CH:26]=[CH:25][CH:24]=[CH:23][CH:22]=4)[O:32][N:31]=3)[C:6](=[O:15])[N:5]([CH2:16][CH2:17][CH2:18][CH2:19][CH3:20])[C:4]=2[N:3]=1. The yield is 0.200. (4) The reactants are [N+:1]([C:4]1[CH:20]=[CH:19][C:7]([C:8]([NH:10][C:11]([CH2:14][C:15]([CH3:18])([CH3:17])[CH3:16])([CH3:13])[CH3:12])=[O:9])=[CH:6][CH:5]=1)([O-])=O.[H][H]. The catalyst is C(OCC)(=O)C.[Pd]. The product is [NH2:1][C:4]1[CH:20]=[CH:19][C:7]([C:8]([NH:10][C:11]([CH2:14][C:15]([CH3:18])([CH3:17])[CH3:16])([CH3:12])[CH3:13])=[O:9])=[CH:6][CH:5]=1. The yield is 0.760. (5) The reactants are [Br:1][C:2]1[CH:3]=[C:4]2[C:8](=[CH:9][CH:10]=1)[NH:7][C:6]([C:11]([OH:13])=O)=[CH:5]2.[F:14][C:15]1[CH:16]=[C:17]([CH:19]=[CH:20][C:21]=1[F:22])[NH2:18].ON1C2C=CC=CC=2N=N1.C(N(CC)C(C)C)(C)C. The catalyst is O1CCCC1.C(OCC)(=O)C.C(Cl)CCl. The product is [F:14][C:15]1[CH:16]=[C:17]([NH:18][C:11]([C:6]2[NH:7][C:8]3[C:4]([CH:5]=2)=[CH:3][C:2]([Br:1])=[CH:10][CH:9]=3)=[O:13])[CH:19]=[CH:20][C:21]=1[F:22]. The yield is 0.620. (6) The reactants are C([CH2:3][C:4](=O)[CH2:5][CH:6](Cl)[C:7]1[CH:12]=[CH:11][C:10]([N+:13]([O-:15])=[O:14])=[C:9]([N+:16]([O-:18])=[O:17])[CH:8]=1)C.[Br:21][C:22]1[CH:23]=[C:24]([CH:26]=[CH:27][CH:28]=1)[NH2:25].CN(C)C(=[O:33])C. No catalyst specified. The product is [Br:21][C:22]1[CH:23]=[C:24]([N:25]2[CH:6]([C:7]3[CH:12]=[CH:11][C:10]([N+:13]([O-:15])=[O:14])=[C:9]([N+:16]([O-:18])=[O:17])[CH:8]=3)[CH2:5][CH2:4][C:3]2=[O:33])[CH:26]=[CH:27][CH:28]=1. The yield is 0.280.